This data is from Full USPTO retrosynthesis dataset with 1.9M reactions from patents (1976-2016). The task is: Predict the reactants needed to synthesize the given product. (1) Given the product [C:10]1([CH2:16][CH2:17][O:18][CH2:19][C:20]2[O:3][N:1]=[C:4]([C:5]([O:7][CH2:8][CH3:9])=[O:6])[CH:21]=2)[CH:15]=[CH:14][CH:13]=[CH:12][CH:11]=1, predict the reactants needed to synthesize it. The reactants are: [N+:1]([CH2:4][C:5]([O:7][CH2:8][CH3:9])=[O:6])([O-:3])=O.[C:10]1([CH2:16][CH2:17][O:18][CH2:19][C:20]#[CH:21])[CH:15]=[CH:14][CH:13]=[CH:12][CH:11]=1.N12CCN(CC1)CC2.Cl. (2) Given the product [F:3][C:4]([F:12])([F:13])[CH:5]([OH:11])[CH2:6][C:7]([O:9][CH3:10])=[O:8], predict the reactants needed to synthesize it. The reactants are: CO.[F:3][C:4]([F:13])([F:12])[C:5](=[O:11])[CH2:6][C:7]([O:9][CH3:10])=[O:8].CC1C=CC(C(C)C)=CC=1. (3) Given the product [F:1][C:2]([C:12]1[CH:13]=[CH:14][C:15]([NH:18][C:19]([C:21]2[N:26]=[CH:25][C:24]([C:27]([OH:29])=[O:28])=[CH:23][CH:22]=2)=[O:20])=[CH:16][CH:17]=1)([CH3:11])[CH2:3][NH:4][S:5]([CH:8]([CH3:10])[CH3:9])(=[O:6])=[O:7], predict the reactants needed to synthesize it. The reactants are: [F:1][C:2]([C:12]1[CH:17]=[CH:16][C:15]([NH:18][C:19]([C:21]2[N:26]=[CH:25][C:24]([C:27]([O:29]C)=[O:28])=[CH:23][CH:22]=2)=[O:20])=[CH:14][CH:13]=1)([CH3:11])[CH2:3][NH:4][S:5]([CH:8]([CH3:10])[CH3:9])(=[O:7])=[O:6].[OH-].[Li+].O1CCCC1.Cl. (4) Given the product [CH2:35]([NH:37][C:19](=[O:21])[CH2:18][NH:17][CH2:16][CH2:15][CH2:14][N:13]1[C:12]([C:22]2[CH:23]=[CH:24][C:25]([N:28]3[CH2:33][CH2:32][O:31][CH2:30][CH2:29]3)=[CH:26][CH:27]=2)=[CH:11][S:10][C:9]1=[N:8][C:5]1[CH:4]=[CH:3][C:2]([F:1])=[CH:7][CH:6]=1)[CH3:36], predict the reactants needed to synthesize it. The reactants are: [F:1][C:2]1[CH:7]=[CH:6][C:5]([N:8]=[C:9]2[N:13]([CH2:14][CH2:15][CH2:16][NH:17][CH2:18][C:19]([OH:21])=O)[C:12]([C:22]3[CH:27]=[CH:26][C:25]([N:28]4[CH2:33][CH2:32][O:31][CH2:30][CH2:29]4)=[CH:24][CH:23]=3)=[CH:11][S:10]2)=[CH:4][CH:3]=1.Cl.[CH2:35]([NH2:37])[CH3:36].C(N(C(C)C)CC)(C)C.N=C=N.